Dataset: Catalyst prediction with 721,799 reactions and 888 catalyst types from USPTO. Task: Predict which catalyst facilitates the given reaction. The catalyst class is: 58. Product: [NH2:6][C:5]1[CH:7]=[CH:8][C:2]([O:12][C:13]2[CH:18]=[CH:17][C:16]([CH2:19][C:20]([OH:22])=[O:21])=[CH:15][C:14]=2[O:23][CH3:24])=[C:3]([N+:9]([O-:11])=[O:10])[CH:4]=1. Reactant: F[C:2]1[CH:8]=[CH:7][C:5]([NH2:6])=[CH:4][C:3]=1[N+:9]([O-:11])=[O:10].[OH:12][C:13]1[CH:18]=[CH:17][C:16]([CH2:19][C:20]([OH:22])=[O:21])=[CH:15][C:14]=1[O:23][CH3:24].C(=O)([O-])[O-].[Cs+].[Cs+].C(O)(=O)CC(CC(O)=O)(C(O)=O)O.